Task: Predict the reaction yield, written as a fraction of the theoretical maximum amount of product (1.0 means a 100% yield; for example, 0.34 means a 34% yield).. Dataset: Reaction yield outcomes from USPTO patents with 853,638 reactions (1) The yield is 0.670. The catalyst is CN(C)C=O.CN1CCCC1=O. The reactants are [NH2:1][C:2]1[N:3]=[C:4]2[CH:9]=[CH:8][C:7]([O:10][C:11]3[CH:12]=[C:13]([NH:17][C:18](=[O:30])[C:19]4[CH:24]=[CH:23][CH:22]=[C:21]([C:25]5([C:28]#[N:29])[CH2:27][CH2:26]5)[CH:20]=4)[CH:14]=[CH:15][CH:16]=3)=[N:6][N:5]2[CH:31]=1.[N:32]1[CH:37]=[CH:36][CH:35]=[CH:34][C:33]=1[C:38](O)=[O:39].C(Cl)(=O)C(Cl)=O.O1CCCC1. The product is [C:28]([C:25]1([C:21]2[CH:20]=[C:19]([CH:24]=[CH:23][CH:22]=2)[C:18]([NH:17][C:13]2[CH:12]=[C:11]([CH:16]=[CH:15][CH:14]=2)[O:10][C:7]2[CH:8]=[CH:9][C:4]3[N:5]([CH:31]=[C:2]([NH:1][C:38]([C:33]4[CH:34]=[CH:35][CH:36]=[CH:37][N:32]=4)=[O:39])[N:3]=3)[N:6]=2)=[O:30])[CH2:27][CH2:26]1)#[N:29]. (2) The reactants are [C:1]([O:6][CH2:7][CH2:8][OH:9])(=[O:5])[C:2]([CH3:4])=[CH2:3].C(N(CC)CC)C.[C:17]([Cl:20])(Cl)=[O:18]. The catalyst is C(Cl)(Cl)Cl. The product is [C:1]([O:6][CH2:7][CH2:8][OH:9])(=[O:5])[C:2]([CH3:4])=[CH2:3].[Cl:20][C:17]([O-:18])=[O:5]. The yield is 0.670. (3) The reactants are C([C:5]1[N:6]([CH2:17][C@@H:18]2[CH2:22][O:21][C:20]([CH3:24])([CH3:23])[O:19]2)[C:7]2[C:12]([CH:13]=1)=[CH:11][C:10]([N+:14]([O-])=O)=[CH:9][CH:8]=2)(C)(C)C.C([O-])=O.[NH4+]. The catalyst is C(O)C.O.[Pd]. The product is [CH3:23][C:20]1([CH3:24])[O:19][CH:18]([CH2:17][N:6]2[C:7]3[C:12](=[CH:11][C:10]([NH2:14])=[CH:9][CH:8]=3)[CH:13]=[CH:5]2)[CH2:22][O:21]1. The yield is 0.980.